Dataset: Full USPTO retrosynthesis dataset with 1.9M reactions from patents (1976-2016). Task: Predict the reactants needed to synthesize the given product. (1) Given the product [CH:2]([C:3]1[CH:4]=[C:5]2[N:10]([C:11]=1[C:12]1[CH2:13][CH2:14][N:15]([C:18]([O:20][C:21]([CH3:24])([CH3:23])[CH3:22])=[O:19])[CH2:16][CH:17]=1)[CH:9]=[CH:8][CH:7]=[CH:6]2)=[O:1], predict the reactants needed to synthesize it. The reactants are: [OH:1][CH2:2][C:3]1[CH:4]=[C:5]2[N:10]([C:11]=1[C:12]1[CH2:13][CH2:14][N:15]([C:18]([O:20][C:21]([CH3:24])([CH3:23])[CH3:22])=[O:19])[CH2:16][CH:17]=1)[CH:9]=[CH:8][CH:7]=[CH:6]2. (2) The reactants are: [C:1]([NH:4][C:5]1[S:6][C:7]([CH2:26][NH:27][CH2:28][CH2:29][C:30]([N:32]([CH3:34])[CH3:33])=[O:31])=[C:8]([CH2:10][CH2:11][C:12]2[CH:17]=[CH:16][C:15]([NH:18][C:19](=[O:25])[O:20][C:21]([CH3:24])([CH3:23])[CH3:22])=[CH:14][CH:13]=2)[N:9]=1)(=[O:3])[CH3:2].C=O.[C:37](O[BH-](OC(=O)C)OC(=O)C)(=O)C.[Na+].[OH-].[Na+]. Given the product [C:1]([NH:4][C:5]1[S:6][C:7]([CH2:26][N:27]([CH2:28][CH2:29][C:30]([N:32]([CH3:34])[CH3:33])=[O:31])[CH3:37])=[C:8]([CH2:10][CH2:11][C:12]2[CH:13]=[CH:14][C:15]([NH:18][C:19](=[O:25])[O:20][C:21]([CH3:22])([CH3:23])[CH3:24])=[CH:16][CH:17]=2)[N:9]=1)(=[O:3])[CH3:2], predict the reactants needed to synthesize it. (3) Given the product [CH3:28][S:29]([N:1]1[CH2:6][CH2:5][CH:4]([NH:7][C:8]([NH:10][C:11]2[CH:16]=[CH:15][C:14]([C:17]([F:18])([F:19])[F:20])=[CH:13][CH:12]=2)=[O:9])[CH2:3][CH2:2]1)(=[O:31])=[O:30], predict the reactants needed to synthesize it. The reactants are: [NH:1]1[CH2:6][CH2:5][CH:4]([NH:7][C:8]([NH:10][C:11]2[CH:16]=[CH:15][C:14]([C:17]([F:20])([F:19])[F:18])=[CH:13][CH:12]=2)=[O:9])[CH2:3][CH2:2]1.CCN(CC)CC.[CH3:28][S:29](Cl)(=[O:31])=[O:30].O. (4) Given the product [C:2]([CH2:1][C:23]([C:21]1[N:22]=[C:17]([O:16][CH2:15][CH:12]2[CH2:13][CH2:14][N:9]([C:7]([O:6][CH2:4][CH3:5])=[O:8])[CH2:10][CH2:11]2)[CH:18]=[CH:19][CH:20]=1)=[O:24])#[N:3], predict the reactants needed to synthesize it. The reactants are: [CH3:1][C:2]#[N:3].[CH2:4]([O:6][C:7]([N:9]1[CH2:14][CH2:13][CH:12]([CH2:15][O:16][C:17]2[N:22]=[C:21]([C:23](OC)=[O:24])[CH:20]=[CH:19][CH:18]=2)[CH2:11][CH2:10]1)=[O:8])[CH3:5]. (5) Given the product [CH2:24]([N:12]1[C:13]2[N:14]=[C:15]([Cl:23])[NH:16][C:17]=2[C:18](=[O:19])[N:10]([CH2:9][CH2:8][CH2:7][CH2:6][N:44]2[C:45](=[O:46])[N:41]([C:35]3[CH:40]=[CH:39][CH:38]=[CH:37][CH:36]=3)[N:42]=[N:43]2)[C:11]1=[O:28])[CH2:25][CH2:26][CH3:27], predict the reactants needed to synthesize it. The reactants are: CS(O[CH2:6][CH2:7][CH2:8][CH2:9][N:10]1[C:18](=[O:19])[C:17]2[N:16](CC=C)[C:15]([Cl:23])=[N:14][C:13]=2[N:12]([CH2:24][CH2:25][CH2:26][CH3:27])[C:11]1=[O:28])(=O)=O.C([O-])([O-])=O.[Cs+].[Cs+].[C:35]1([N:41]2[C:45](=[O:46])[N:44]=[N:43][NH:42]2)[CH:40]=[CH:39][CH:38]=[CH:37][CH:36]=1.N1CCOCC1. (6) Given the product [NH2:24][CH:25]1[CH2:29][CH2:28][N:27]([C:2]2[CH:11]=[CH:10][C:9]3[C:4](=[CH:5][CH:6]=[C:7]([Cl:23])[C:8]=3[NH:12][C:13](=[O:22])[CH2:14][CH2:15][CH:16]3[CH2:21][CH2:20][CH2:19][CH2:18][CH2:17]3)[N:3]=2)[CH2:26]1, predict the reactants needed to synthesize it. The reactants are: Cl[C:2]1[CH:11]=[CH:10][C:9]2[C:4](=[CH:5][CH:6]=[C:7]([Cl:23])[C:8]=2[NH:12][C:13](=[O:22])[CH2:14][CH2:15][CH:16]2[CH2:21][CH2:20][CH2:19][CH2:18][CH2:17]2)[N:3]=1.[NH2:24][C@H:25]1[CH2:29][CH2:28][NH:27][CH2:26]1.C(N(CC)CC)C. (7) Given the product [CH3:1][O:2][N:3]([CH3:27])[C:4](=[O:26])[CH2:5][CH2:6][CH2:7][CH2:8][CH2:9][N:10]1[C:22]2[C:21]3[CH:20]=[CH:19][CH:18]=[CH:17][C:16]=3[N+:15]([O-:36])=[CH:14][C:13]=2[N:12]=[C:11]1[CH2:23][CH2:24][CH3:25], predict the reactants needed to synthesize it. The reactants are: [CH3:1][O:2][N:3]([CH3:27])[C:4](=[O:26])[CH2:5][CH2:6][CH2:7][CH2:8][CH2:9][N:10]1[C:22]2[C:21]3[CH:20]=[CH:19][CH:18]=[CH:17][C:16]=3[N:15]=[CH:14][C:13]=2[N:12]=[C:11]1[CH2:23][CH2:24][CH3:25].C1C=C(Cl)C=C(C(OO)=[O:36])C=1.